Dataset: Full USPTO retrosynthesis dataset with 1.9M reactions from patents (1976-2016). Task: Predict the reactants needed to synthesize the given product. Given the product [CH3:23][O:22][C:19]1[CH:20]=[CH:21][C:16]([CH2:15][N:8]2[CH:7]=[C:6]3[C:10]([C:11](=[O:14])[CH2:12][CH2:13][C:4]4[S:3][C:2]([NH:1][C:26]5[N:31]=[C:30]([CH3:32])[CH:29]=[CH:28][N:27]=5)=[N:24][C:5]=43)=[N:9]2)=[CH:17][CH:18]=1, predict the reactants needed to synthesize it. The reactants are: [NH2:1][C:2]1[S:3][C:4]2[CH2:13][CH2:12][C:11](=[O:14])[C:10]3[C:6](=[CH:7][N:8]([CH2:15][C:16]4[CH:21]=[CH:20][C:19]([O:22][CH3:23])=[CH:18][CH:17]=4)[N:9]=3)[C:5]=2[N:24]=1.Cl[C:26]1[N:31]=[C:30]([CH3:32])[CH:29]=[CH:28][N:27]=1.CC1(C)C2C(=C(P(C3C=CC=CC=3)C3C=CC=CC=3)C=CC=2)OC2C(P(C3C=CC=CC=3)C3C=CC=CC=3)=CC=CC1=2.C([O-])([O-])=O.[Cs+].[Cs+].